Dataset: Full USPTO retrosynthesis dataset with 1.9M reactions from patents (1976-2016). Task: Predict the reactants needed to synthesize the given product. (1) The reactants are: [Cl:1][C:2]1[CH:3]=[CH:4][C:5]([O:25][CH3:26])=[C:6]([NH:8][C:9](=[O:24])[CH2:10][N:11]2[C:19]3[CH2:18][CH2:17][NH:16][CH2:15][C:14]=3[C:13]([C:20]([F:23])([F:22])[F:21])=[N:12]2)[CH:7]=1.C=O.[C:29](=O)([O-])[O-].[Na+].[Na+]. Given the product [Cl:1][C:2]1[CH:3]=[CH:4][C:5]([O:25][CH3:26])=[C:6]([NH:8][C:9](=[O:24])[CH2:10][N:11]2[C:19]3[CH2:18][CH2:17][N:16]([CH3:29])[CH2:15][C:14]=3[C:13]([C:20]([F:23])([F:22])[F:21])=[N:12]2)[CH:7]=1, predict the reactants needed to synthesize it. (2) The reactants are: [CH:1]1([CH2:4][O:5][C:6]2[N:11]=[C:10]([C:12]([OH:14])=O)[CH:9]=[CH:8][C:7]=2[N:15]2[CH2:18][C:17]([F:20])([F:19])[CH2:16]2)[CH2:3][CH2:2]1.[NH2:21][C:22]([CH2:29][CH3:30])([CH2:27][CH3:28])[C:23]([NH:25][CH3:26])=[O:24]. Given the product [CH2:27]([C:22]([NH:21][C:12]([C:10]1[CH:9]=[CH:8][C:7]([N:15]2[CH2:18][C:17]([F:20])([F:19])[CH2:16]2)=[C:6]([O:5][CH2:4][CH:1]2[CH2:2][CH2:3]2)[N:11]=1)=[O:14])([C:23](=[O:24])[NH:25][CH3:26])[CH2:29][CH3:30])[CH3:28], predict the reactants needed to synthesize it. (3) Given the product [F:19][C:20]1[C:25]([O:26][CH3:27])=[CH:24][CH:23]=[C:22]([F:28])[C:21]=1[C:2]1[S:6][C:5]([C:7]([N:9]([C:11]2[CH:16]=[CH:15][CH:14]=[C:13]([O:17][CH3:18])[CH:12]=2)[CH3:10])=[O:8])=[CH:4][CH:3]=1, predict the reactants needed to synthesize it. The reactants are: Br[C:2]1[S:6][C:5]([C:7]([N:9]([C:11]2[CH:16]=[CH:15][CH:14]=[C:13]([O:17][CH3:18])[CH:12]=2)[CH3:10])=[O:8])=[CH:4][CH:3]=1.[F:19][C:20]1[C:25]([O:26][CH3:27])=[CH:24][CH:23]=[C:22]([F:28])[C:21]=1B(O)O. (4) Given the product [C:1]1([CH:19]2[CH2:20][CH2:21][CH2:22][C:17](=[O:23])[CH2:18]2)[CH:6]=[CH:5][CH:4]=[CH:3][CH:2]=1, predict the reactants needed to synthesize it. The reactants are: [C:1]1(B(O)O)[CH:6]=[CH:5][CH:4]=[CH:3][CH:2]=1.O1CCOCC1.O.[C:17]1(=[O:23])[CH2:22][CH2:21][CH2:20][CH:19]=[CH:18]1. (5) Given the product [Si:38]([O:18][CH2:17][C@H:10]1[O:9][C@:8]([C:5]2[CH:6]=[CH:7][C:2]([Cl:1])=[C:3]([CH2:21][C:22]3[CH:27]=[CH:26][C:25]([O:28][CH2:29][C:30]([F:33])([F:31])[F:32])=[CH:24][CH:23]=3)[CH:4]=2)([O:19][CH3:20])[C@H:13]([OH:14])[C@@H:12]([OH:15])[C@@H:11]1[OH:16])([C:35]([CH3:37])([CH3:36])[CH3:34])([CH3:40])[CH3:39], predict the reactants needed to synthesize it. The reactants are: [Cl:1][C:2]1[CH:7]=[CH:6][C:5]([C@@:8]2([O:19][CH3:20])[C@H:13]([OH:14])[C@@H:12]([OH:15])[C@H:11]([OH:16])[C@@H:10]([CH2:17][OH:18])[O:9]2)=[CH:4][C:3]=1[CH2:21][C:22]1[CH:27]=[CH:26][C:25]([O:28][CH2:29][C:30]([F:33])([F:32])[F:31])=[CH:24][CH:23]=1.[CH3:34][C:35]([Si:38](Cl)([CH3:40])[CH3:39])([CH3:37])[CH3:36].N1C=CC=CC=1.